From a dataset of Full USPTO retrosynthesis dataset with 1.9M reactions from patents (1976-2016). Predict the reactants needed to synthesize the given product. (1) The reactants are: [CH3:1][C:2]1[CH:7]=[CH:6][C:5]([S:8]([C:11]2[CH:16]=[CH:15][CH:14]=[CH:13][CH:12]=2)(=[O:10])=[O:9])=[CH:4][C:3]=1[S:17]([NH:20][CH:21]1[CH2:26][CH2:25][NH:24][CH2:23][CH2:22]1)(=[O:19])=[O:18].[CH3:27][N:28]([CH3:38])[C:29]1[CH:37]=[CH:36][C:32]([C:33](Cl)=[O:34])=[CH:31][CH:30]=1.CN(C)C1C=CC(C(N2CCC(C3C(C)=C(S(N)(=O)=O)C=C(S(C4C=CC=CC=4)(=O)=O)C=3)CC2)=O)=CC=1. Given the product [CH3:27][N:28]([CH3:38])[C:29]1[CH:37]=[CH:36][C:32]([C:33]([N:24]2[CH2:25][CH2:26][CH:21]([NH:20][S:17]([C:3]3[CH:4]=[C:5]([S:8]([C:11]4[CH:16]=[CH:15][CH:14]=[CH:13][CH:12]=4)(=[O:10])=[O:9])[CH:6]=[CH:7][C:2]=3[CH3:1])(=[O:18])=[O:19])[CH2:22][CH2:23]2)=[O:34])=[CH:31][CH:30]=1, predict the reactants needed to synthesize it. (2) Given the product [C:2]([O:6][C:7]([N:9]1[CH2:10][CH2:11][CH:12]([CH:15]=[CH:54][C:53]([F:65])([F:52])[C:58]2[CH:59]=[CH:60][C:61]([F:64])=[CH:62][CH:63]=2)[CH2:13][CH2:14]1)=[O:8])([CH3:3])([CH3:4])[CH3:5], predict the reactants needed to synthesize it. The reactants are: [I-].[C:2]([O:6][C:7]([N:9]1[CH2:14][CH2:13][CH:12]([CH2:15][P+](C2C=CC=CC=2)(C2C=CC=CC=2)C2C=CC=CC=2)[CH2:11][CH2:10]1)=[O:8])([CH3:5])([CH3:4])[CH3:3].C1(C)C=CC=CC=1.C[Si]([N-][Si](C)(C)C)(C)C.[K+].[F:52][C:53]([F:65])([C:58]1[CH:63]=[CH:62][C:61]([F:64])=[CH:60][CH:59]=1)[CH:54](OC)O.